Dataset: Catalyst prediction with 721,799 reactions and 888 catalyst types from USPTO. Task: Predict which catalyst facilitates the given reaction. (1) Reactant: [I:1]N1C(=O)CCC1=O.[CH2:9]([O:16][C:17]1[CH:22]=[CH:21][N:20]([CH2:23][CH:24]2[CH2:26][CH2:25]2)[C:19](=[O:27])[CH:18]=1)[C:10]1[CH:15]=[CH:14][CH:13]=[CH:12][CH:11]=1. Product: [CH2:9]([O:16][C:17]1[CH:22]=[CH:21][N:20]([CH2:23][CH:24]2[CH2:25][CH2:26]2)[C:19](=[O:27])[C:18]=1[I:1])[C:10]1[CH:11]=[CH:12][CH:13]=[CH:14][CH:15]=1. The catalyst class is: 15. (2) Reactant: CO[C:3]([C:5]1[N:6]=[C:7]([C:23]#[N:24])[C:8]2[C:13]([C:14]=1[OH:15])=[CH:12][CH:11]=[CH:10][C:9]=2[O:16][C:17]1[CH:22]=[CH:21][CH:20]=[CH:19][CH:18]=1)=[O:4].[NH2:25][CH2:26][C:27]([OH:29])=[O:28].C[O-].[Na+]. Product: [C:23]([C:7]1[C:8]2[C:13](=[CH:12][CH:11]=[CH:10][C:9]=2[O:16][C:17]2[CH:18]=[CH:19][CH:20]=[CH:21][CH:22]=2)[C:14]([OH:15])=[C:5]([C:3]([NH:25][CH2:26][C:27]([OH:29])=[O:28])=[O:4])[N:6]=1)#[N:24]. The catalyst class is: 5. (3) Reactant: [S:1]1[CH:5]=[C:4]([C:6](=[O:15])[CH:7](Br)[C:8]2[CH:13]=[CH:12][CH:11]=[CH:10][CH:9]=2)[C:3]2[CH:16]=[CH:17][CH:18]=[CH:19][C:2]1=2.CCN(C(C)C)C(C)C.[CH3:29][O:30][C:31]1[CH:32]=[C:33]([CH:35]=[CH:36][CH:37]=1)[NH2:34]. Product: [S:1]1[CH:5]=[C:4]([C:6](=[O:15])[CH:7]([NH:34][C:33]2[CH:35]=[CH:36][CH:37]=[C:31]([O:30][CH3:29])[CH:32]=2)[C:8]2[CH:13]=[CH:12][CH:11]=[CH:10][CH:9]=2)[C:3]2[CH:16]=[CH:17][CH:18]=[CH:19][C:2]1=2. The catalyst class is: 10. (4) Reactant: [Cl:1][CH2:2][C:3](OCC)(OCC)OCC.[CH3:13][O:14][C:15]1[CH:22]=[CH:21][C:18]([CH2:19][NH2:20])=[CH:17][CH:16]=1.[N-:23]=[N+:24]=[N-:25].[Na+].C([O-])(O)=O.[Na+].CCOC(C)=O. Product: [Cl:1][CH2:2][C:3]1[N:20]([CH2:19][C:18]2[CH:21]=[CH:22][C:15]([O:14][CH3:13])=[CH:16][CH:17]=2)[N:25]=[N:24][N:23]=1. The catalyst class is: 15. (5) Reactant: [Li+].[BH4-].[N:3]1([C:15]([O:17][CH2:18][C:19]2[CH:24]=[CH:23][CH:22]=[CH:21][CH:20]=2)=[O:16])[CH2:9][CH2:8][CH:7]=[C:6]([C:10](OCC)=[O:11])[CH2:5][CH2:4]1.C(OCC)(=O)C.CCCCCC. Product: [OH:11][CH2:10][CH:6]1[CH2:7][CH2:8][CH2:9][N:3]([C:15]([O:17][CH2:18][C:19]2[CH:20]=[CH:21][CH:22]=[CH:23][CH:24]=2)=[O:16])[CH2:4][CH2:5]1. The catalyst class is: 1. (6) Reactant: [CH3:1][N:2]([CH3:10])[CH2:3][CH:4]=[CH:5][C:6]([NH:8][CH3:9])=[O:7].[P:11](=[O:15])([OH:14])([OH:13])[OH:12]. Product: [P:11]([O-:15])([O-:14])([O-:13])=[O:12].[CH3:1][N:2]([CH3:10])[CH2:3][CH:4]=[CH:5][C:6]([NH:8][CH3:9])=[O:7]. The catalyst class is: 8. (7) Reactant: [F:1][C:2]1[CH:7]=[CH:6][C:5]([C:8]2[C:16]([C:17]([O:19]C)=[O:18])=[C:11]3[CH:12]=[CH:13][CH:14]=[CH:15][N:10]3[N:9]=2)=[CH:4][CH:3]=1. Product: [F:1][C:2]1[CH:7]=[CH:6][C:5]([C:8]2[C:16]([C:17]([OH:19])=[O:18])=[C:11]3[CH:12]=[CH:13][CH:14]=[CH:15][N:10]3[N:9]=2)=[CH:4][CH:3]=1. The catalyst class is: 562. (8) Reactant: [Cl:1][C:2]1[CH:7]=[CH:6][C:5]([C:8]2[N:12]([C:13]3[CH:18]=[CH:17][C:16]([Cl:19])=[CH:15][C:14]=3[Cl:20])[N:11]=[C:10]([C:21]([N:23]3[CH2:28][CH2:27][CH:26]([NH2:29])[CH2:25][CH2:24]3)=[O:22])[C:9]=2[CH3:30])=[CH:4][CH:3]=1.C(N(CC)CC)C.[CH3:38][S:39](Cl)(=[O:41])=[O:40]. Product: [Cl:1][C:2]1[CH:7]=[CH:6][C:5]([C:8]2[N:12]([C:13]3[CH:18]=[CH:17][C:16]([Cl:19])=[CH:15][C:14]=3[Cl:20])[N:11]=[C:10]([C:21]([N:23]3[CH2:24][CH2:25][CH:26]([NH:29][S:39]([CH3:38])(=[O:41])=[O:40])[CH2:27][CH2:28]3)=[O:22])[C:9]=2[CH3:30])=[CH:4][CH:3]=1. The catalyst class is: 4. (9) Reactant: [NH2:1][C:2]1[C:3]([NH:13][CH2:14][CH2:15][CH2:16][Cl:17])=[C:4]([CH:9]=[CH:10][C:11]=1[Br:12])[C:5]([O:7][CH3:8])=[O:6].[Cl:18][C:19]1[CH:24]=[C:23]([Cl:25])[CH:22]=[CH:21][C:20]=1[N:26]=[C:27]=[S:28]. Product: [Br:12][C:11]1[CH:10]=[CH:9][C:4]([C:5]([O:7][CH3:8])=[O:6])=[C:3]([NH:13][CH2:14][CH2:15][CH2:16][Cl:17])[C:2]=1[NH:1][C:27](=[S:28])[NH:26][C:20]1[CH:21]=[CH:22][C:23]([Cl:25])=[CH:24][C:19]=1[Cl:18]. The catalyst class is: 7. (10) Reactant: Cl.[F:2][C:3]1[C:8]([F:9])=[CH:7][CH:6]=[CH:5][C:4]=1[C:10]1[S:18][C:17]2[C:16](=[O:19])[N:15]([CH:20]3[CH2:25][CH2:24][NH:23][CH2:22][CH2:21]3)[C:14](=[O:26])[N:13]([CH2:27][C:28]3[N:29]=[N:30][N:31]([CH2:33][CH3:34])[N:32]=3)[C:12]=2[CH:11]=1.[CH2:35]([O:37][C:38]1[C:47]([O:48][CH3:49])=[CH:46][C:45]2[C:44]([C:50]3[CH:58]=[CH:57][C:53]([C:54](O)=[O:55])=[CH:52][CH:51]=3)=[N:43][C@@H:42]3[CH2:59][CH2:60][S:61][CH2:62][C@@H:41]3[C:40]=2[CH:39]=1)[CH3:36].CN(C(ON1N=NC2C=CC=CC1=2)=[N+](C)C)C.F[P-](F)(F)(F)(F)F.CCN(C(C)C)C(C)C. Product: [F:2][C:3]1[C:8]([F:9])=[CH:7][CH:6]=[CH:5][C:4]=1[C:10]1[S:18][C:17]2[C:16](=[O:19])[N:15]([CH:20]3[CH2:21][CH2:22][N:23]([C:54]([C:53]4[CH:57]=[CH:58][C:50]([C:44]5[C:45]6[CH:46]=[C:47]([O:48][CH3:49])[C:38]([O:37][CH2:35][CH3:36])=[CH:39][C:40]=6[C@H:41]6[CH2:62][S:61][CH2:60][CH2:59][C@H:42]6[N:43]=5)=[CH:51][CH:52]=4)=[O:55])[CH2:24][CH2:25]3)[C:14](=[O:26])[N:13]([CH2:27][C:28]3[N:29]=[N:30][N:31]([CH2:33][CH3:34])[N:32]=3)[C:12]=2[CH:11]=1. The catalyst class is: 59.